From a dataset of Forward reaction prediction with 1.9M reactions from USPTO patents (1976-2016). Predict the product of the given reaction. (1) Given the reactants [OH:1][C:2]1[CH:9]=[CH:8][C:5]([CH:6]=[O:7])=[C:4]([O:10][CH3:11])[CH:3]=1.[Cl:12][C:13]1[CH:14]=[C:15]([CH:18]=[CH:19][C:20]=1[Cl:21])[CH2:16]O.C1(P(C2C=CC=CC=2)C2C=CC=CC=2)C=CC=CC=1.C1(C)C=CC=CC=1.N(C(OCC)=O)=NC(OCC)=O, predict the reaction product. The product is: [Cl:12][C:13]1[CH:14]=[C:15]([CH:18]=[CH:19][C:20]=1[Cl:21])[CH2:16][O:1][C:2]1[CH:9]=[CH:8][C:5]([CH:6]=[O:7])=[C:4]([O:10][CH3:11])[CH:3]=1. (2) Given the reactants C([N:8]1[CH2:13][CH:12]=[C:11]([C:14]2[C:22]3[C:17](=[CH:18][CH:19]=[CH:20][CH:21]=3)[NH:16][C:15]=2[C:23]2[C:24]([O:29][CH3:30])=[N:25][CH:26]=[CH:27][CH:28]=2)[CH2:10][CH2:9]1)C1C=CC=CC=1.C([O-])=O.[NH4+], predict the reaction product. The product is: [CH3:30][O:29][C:24]1[C:23]([C:15]2[NH:16][C:17]3[C:22]([C:14]=2[CH:11]2[CH2:12][CH2:13][NH:8][CH2:9][CH2:10]2)=[CH:21][CH:20]=[CH:19][CH:18]=3)=[CH:28][CH:27]=[CH:26][N:25]=1. (3) Given the reactants [CH2:1]([N:3]([C:31](=O)[C:32]1[CH:37]=[CH:36][C:35]([OH:38])=[CH:34][CH:33]=1)[C:4]1[CH:9]=[C:8]([O:10][CH3:11])[C:7]([O:12][CH3:13])=[CH:6][C:5]=1[C@@H:14]1[CH2:23][CH2:22][C:21]2[CH:20]=[C:19]([O:24]C(=O)C(C)(C)C)[CH:18]=[CH:17][C:16]=2[CH2:15]1)[CH3:2].Cl[CH2:41][C:42]([N:44]([CH:46]([CH3:48])[CH3:47])[CH3:45])=O, predict the reaction product. The product is: [CH2:1]([N:3]([CH2:31][C:32]1[CH:37]=[CH:36][C:35]([O:38][CH2:41][CH2:42][N:44]([CH:46]([CH3:48])[CH3:47])[CH3:45])=[CH:34][CH:33]=1)[C:4]1[CH:9]=[C:8]([O:10][CH3:11])[C:7]([O:12][CH3:13])=[CH:6][C:5]=1[C@@H:14]1[CH2:23][CH2:22][C:21]2[CH:20]=[C:19]([OH:24])[CH:18]=[CH:17][C:16]=2[CH2:15]1)[CH3:2]. (4) Given the reactants CO.[CH3:3][O:4][C:5](=[O:35])[CH2:6][C:7]1[C:11]2[CH:12]=[CH:13][C:14]([NH:16]CC3C=CC=C4C=3N(CC3C=CC=CC=3)CCC4)=[CH:15][C:10]=2[O:9][CH:8]=1.[H][H], predict the reaction product. The product is: [CH3:3][O:4][C:5](=[O:35])[CH2:6][CH:7]1[C:11]2[CH:12]=[CH:13][C:14]([NH2:16])=[CH:15][C:10]=2[O:9][CH2:8]1. (5) The product is: [F:16][C:17]1[CH:27]=[CH:26][CH:25]=[CH:24][C:18]=1/[CH:19]=[CH:20]/[C:21]([NH:28][CH2:29][CH2:30][C:31]1[C:39]2[C:34](=[CH:35][CH:36]=[CH:37][CH:38]=2)[NH:33][CH:32]=1)=[O:23]. Given the reactants CCN=C=NCCCN(C)C.Cl.C(Cl)Cl.[F:16][C:17]1[CH:27]=[CH:26][CH:25]=[CH:24][C:18]=1[CH:19]=[CH:20][C:21]([OH:23])=O.[NH2:28][CH2:29][CH2:30][C:31]1[C:39]2[C:34](=[CH:35][CH:36]=[CH:37][CH:38]=2)[NH:33][CH:32]=1, predict the reaction product. (6) Given the reactants [C:1]([O:5][C:6]([N:8]1[CH2:13][CH2:12][CH:11]([CH2:14][CH:15]=O)[CH2:10][CH2:9]1)=[O:7])([CH3:4])([CH3:3])[CH3:2].[CH2:17]([O:19][P:20]([CH2:25]P(OCC)(OCC)=O)([O:22][CH2:23][CH3:24])=[O:21])[CH3:18].[OH-].[Na+], predict the reaction product. The product is: [C:1]([O:5][C:6]([N:8]1[CH2:9][CH2:10][CH:11]([CH2:14]/[CH:15]=[CH:25]/[P:20]([O:22][CH2:23][CH3:24])([O:19][CH2:17][CH3:18])=[O:21])[CH2:12][CH2:13]1)=[O:7])([CH3:2])([CH3:3])[CH3:4].